Binary Classification. Given a drug SMILES string, predict its activity (active/inactive) in a high-throughput screening assay against a specified biological target. From a dataset of HIV replication inhibition screening data with 41,000+ compounds from the AIDS Antiviral Screen. (1) The molecule is CCOC(=O)C(=O)C1C(=O)Nc2ccccc21. The result is 0 (inactive). (2) The drug is COc1cc(Nc2nc3c(N)cc(C(F)(F)F)cc3nc2-c2ccccc2)cc(OC)c1OC. The result is 0 (inactive). (3) The molecule is O=C(Nc1nc2ccc([N+](=O)[O-])cc2s1)C(=O)C(C1OC(=O)c2ccccc21)[N+](=O)[O-]. The result is 0 (inactive). (4) The molecule is Nc1ccccc1C(=O)CCC1C(=O)NC(=S)NC1=O. The result is 0 (inactive). (5) The drug is CSc1nnnc2ccccc12. The result is 0 (inactive). (6) The molecule is N#CCCC[PH](c1ccccc1)(c1ccccc1)c1ccccc1. The result is 0 (inactive). (7) The drug is Oc1cc2c(cc1O)-c1[nH]ncc1CC2. The result is 0 (inactive). (8) The compound is S=C1NCCS1. The result is 0 (inactive).